Dataset: Forward reaction prediction with 1.9M reactions from USPTO patents (1976-2016). Task: Predict the product of the given reaction. (1) Given the reactants C(OO)(C)(C)C.[Br:7][C:8]1[CH:9]=[C:10]([C:14]2([C:28]3[CH:33]=[CH:32][C:31]([O:34][CH3:35])=[CH:30][CH:29]=3)[C:18]3=[N:19][CH2:20][CH:21]([S:23]([CH3:26])(=[O:25])=[O:24])[CH2:22][N:17]3[C:16](=S)[NH:15]2)[CH:11]=[CH:12][CH:13]=1.[NH3:36], predict the reaction product. The product is: [Br:7][C:8]1[CH:9]=[C:10]([C:14]2([C:28]3[CH:29]=[CH:30][C:31]([O:34][CH3:35])=[CH:32][CH:33]=3)[C:18]3=[N:19][CH2:20][CH:21]([S:23]([CH3:26])(=[O:25])=[O:24])[CH2:22][N:17]3[C:16]([NH2:36])=[N:15]2)[CH:11]=[CH:12][CH:13]=1. (2) Given the reactants CCN(C(C)C)C(C)C.CN(C(ON1N=NC2C=CC=CC1=2)=[N+](C)C)C.[B-](F)(F)(F)F.[C:32]([C:34]1[C:35]([N:49]2[CH2:54][CH2:53][CH:52]([C:55](O)=[O:56])[CH2:51][CH2:50]2)=[N:36][C:37]([C:45]([F:48])([F:47])[F:46])=[C:38]([C:40]([O:42][CH2:43][CH3:44])=[O:41])[CH:39]=1)#[N:33].[F:58][C:59]1[CH:64]=[CH:63][C:62]([CH2:65][S:66]([NH2:69])(=[O:68])=[O:67])=[CH:61][CH:60]=1, predict the reaction product. The product is: [C:32]([C:34]1[C:35]([N:49]2[CH2:50][CH2:51][CH:52]([C:55]([NH:69][S:66]([CH2:65][C:62]3[CH:63]=[CH:64][C:59]([F:58])=[CH:60][CH:61]=3)(=[O:68])=[O:67])=[O:56])[CH2:53][CH2:54]2)=[N:36][C:37]([C:45]([F:46])([F:48])[F:47])=[C:38]([CH:39]=1)[C:40]([O:42][CH2:43][CH3:44])=[O:41])#[N:33]. (3) Given the reactants [CH2:1]([N:3]([C:11]1[S:12][C@H:13]2[S:19][C@H:18]([CH2:20][OH:21])[C@H:17]3[O:22][C@@:23]([O:30][CH3:31])([CH3:29])[C@:24]([O:27][CH3:28])([CH3:26])[O:25][C@@H:16]3[C@H:14]2[N:15]=1)[C:4](=[O:10])[O:5][C:6]([CH3:9])([CH3:8])[CH3:7])[CH3:2].CC(OI1(OC(C)=O)(OC(C)=O)OC(=O)C2C=CC=CC1=2)=O, predict the reaction product. The product is: [C:6]([O:5][C:4](=[O:10])[N:3]([CH2:1][CH3:2])[C:11]1[S:12][C@H:13]2[S:19][C@H:18]([CH:20]=[O:21])[C@H:17]3[O:22][C@@:23]([O:30][CH3:31])([CH3:29])[C@:24]([O:27][CH3:28])([CH3:26])[O:25][C@@H:16]3[C@H:14]2[N:15]=1)([CH3:9])([CH3:8])[CH3:7]. (4) Given the reactants [F:1][C:2]1[CH:7]=[C:6]([F:8])[CH:5]=[CH:4][C:3]=1[S:9](Cl)(=[O:11])=[O:10].[OH-].[NH4+:14].C(OCC)(=O)C, predict the reaction product. The product is: [F:1][C:2]1[CH:7]=[C:6]([F:8])[CH:5]=[CH:4][C:3]=1[S:9]([NH2:14])(=[O:11])=[O:10]. (5) Given the reactants [CH2:1](Br)[CH:2]=[CH2:3].[OH:5][C:6]1[CH:19]=[CH:18][C:9]([C:10]([C:12]2[CH:17]=[CH:16][CH:15]=[CH:14][CH:13]=2)=[O:11])=[CH:8][CH:7]=1.C(=O)([O-])[O-].[K+].[K+], predict the reaction product. The product is: [CH2:1]([O:5][C:6]1[CH:7]=[CH:8][C:9]([C:10]([C:12]2[CH:13]=[CH:14][CH:15]=[CH:16][CH:17]=2)=[O:11])=[CH:18][CH:19]=1)[CH:2]=[CH2:3]. (6) The product is: [Cl:1][C:2]1[N:3]=[CH:4][C:5]2[N:20]=[N:21][N:8]([C:9]3[CH:10]=[CH:11][C:12]([O:15][CH2:16][CH2:17][O:18][CH3:19])=[CH:13][CH:14]=3)[C:6]=2[N:7]=1. Given the reactants [Cl:1][C:2]1[N:7]=[C:6]([NH:8][C:9]2[CH:14]=[CH:13][C:12]([O:15][CH2:16][CH2:17][O:18][CH3:19])=[CH:11][CH:10]=2)[C:5]([NH2:20])=[CH:4][N:3]=1.[N:21](OCCCC)=O, predict the reaction product. (7) Given the reactants Br[CH2:2][CH:3]1[CH2:8][CH2:7][CH2:6][CH2:5][CH2:4]1.[Mg].II.[C:12]([O:16][C:17](=[O:28])[N:18]([CH2:20][CH2:21][C:22](=[O:27])N(OC)C)[CH3:19])([CH3:15])([CH3:14])[CH3:13].CCOC(C1N=C(C2N3C(=NC(C4C=CC=CC=4)=N3)SC=2)SC=1)=O, predict the reaction product. The product is: [C:12]([O:16][C:17](=[O:28])[N:18]([CH2:20][CH2:21][C:22](=[O:27])[CH2:2][CH:3]1[CH2:8][CH2:7][CH2:6][CH2:5][CH2:4]1)[CH3:19])([CH3:15])([CH3:13])[CH3:14].